From a dataset of Peptide-MHC class I binding affinity with 185,985 pairs from IEDB/IMGT. Regression. Given a peptide amino acid sequence and an MHC pseudo amino acid sequence, predict their binding affinity value. This is MHC class I binding data. (1) The peptide sequence is VPSAEDNYLA. The MHC is HLA-B54:01 with pseudo-sequence HLA-B54:01. The binding affinity (normalized) is 0.339. (2) The peptide sequence is PIPSSWAFGK. The MHC is HLA-A31:01 with pseudo-sequence HLA-A31:01. The binding affinity (normalized) is 0.294.